Dataset: Full USPTO retrosynthesis dataset with 1.9M reactions from patents (1976-2016). Task: Predict the reactants needed to synthesize the given product. The reactants are: Br[C:2]1[N:6]2[C:7]3[C:12]([N:13]=[C:14]([CH3:15])[C:5]2=[C:4]([C:18]([F:21])([F:20])[F:19])[N:3]=1)=[CH:11][CH:10]=[C:9]([O:16][CH3:17])[N:8]=3.[C:22]([C:25]1[CH:26]=[CH:27][C:28]([F:34])=[C:29](B(O)O)[CH:30]=1)(=[O:24])[NH2:23]. Given the product [F:34][C:28]1[CH:29]=[CH:30][C:25]([C:22]([NH2:23])=[O:24])=[CH:26][C:27]=1[C:2]1[N:6]2[C:7]3[N:8]=[C:9]([O:16][CH3:17])[CH:10]=[CH:11][C:12]=3[N:13]=[C:14]([CH3:15])[C:5]2=[C:4]([C:18]([F:21])([F:20])[F:19])[N:3]=1, predict the reactants needed to synthesize it.